Dataset: Full USPTO retrosynthesis dataset with 1.9M reactions from patents (1976-2016). Task: Predict the reactants needed to synthesize the given product. (1) Given the product [C:18]([OH:25])(=[O:24])/[CH:19]=[CH:20]\[C:21]([OH:23])=[O:22].[CH3:3][N:2]([CH2:4][C@@H:5]1[CH2:10][CH2:9][CH2:8][CH2:7][C@H:6]1[C:11]1[CH:12]=[C:13]([OH:17])[CH:14]=[CH:15][CH:16]=1)[CH3:1], predict the reactants needed to synthesize it. The reactants are: [CH3:1][N:2]([CH2:4][C@@H:5]1[CH2:10][CH2:9][CH2:8][CH2:7][C@H:6]1[C:11]1[CH:12]=[C:13]([OH:17])[CH:14]=[CH:15][CH:16]=1)[CH3:3].[C:18]([OH:25])(=[O:24])/[CH:19]=[CH:20]\[C:21]([OH:23])=[O:22]. (2) Given the product [C:1]1([N:7]2[C:12]3[CH:13]=[C:14]([C:17]([NH:19][CH2:20][CH2:21][CH2:22][NH:23][C:24]4[CH:29]=[CH:28][CH:27]=[CH:26][N:25]=4)=[O:18])[CH:15]=[CH:16][C:11]=3[O:10][CH:9]([CH2:30][C:31]([OH:33])=[O:32])[CH2:8]2)[CH:2]=[CH:3][CH:4]=[CH:5][CH:6]=1, predict the reactants needed to synthesize it. The reactants are: [C:1]1([N:7]2[C:12]3[CH:13]=[C:14]([C:17]([NH:19][CH2:20][CH2:21][CH2:22][NH:23][C:24]4[CH:29]=[CH:28][CH:27]=[CH:26][N:25]=4)=[O:18])[CH:15]=[CH:16][C:11]=3[O:10][CH:9]([CH2:30][C:31]([O:33]C)=[O:32])[CH2:8]2)[CH:6]=[CH:5][CH:4]=[CH:3][CH:2]=1.[OH-].[Na+].Cl. (3) Given the product [CH3:1][C:2]1[CH:7]=[CH:6][C:5]([S:8]([O:11][CH2:12][CH:13]2[CH2:17][C:16]3[C:18]([C:26]4[CH:27]=[CH:28][CH:29]=[CH:30][C:25]=4[C:24]([F:35])([F:34])[F:23])=[CH:19][CH:20]=[CH:21][C:15]=3[O:14]2)(=[O:10])=[O:9])=[CH:4][CH:3]=1, predict the reactants needed to synthesize it. The reactants are: [CH3:1][C:2]1[CH:7]=[CH:6][C:5]([S:8]([O:11][CH2:12][CH:13]2[CH2:17][C:16]3[C:18](Br)=[CH:19][CH:20]=[CH:21][C:15]=3[O:14]2)(=[O:10])=[O:9])=[CH:4][CH:3]=1.[F:23][C:24]([F:35])([F:34])[C:25]1[CH:30]=[CH:29][CH:28]=[CH:27][C:26]=1B(O)O.C(=O)([O-])[O-].[K+].[K+].CC1C=CC(S(OCC2CC3C(C4C=CC=CC=4)=CC=CC=3O2)(=O)=O)=CC=1. (4) Given the product [CH2:1]([N:3]([C@H:7]([C:15]1[CH:20]=[CH:19][CH:18]=[CH:17][CH:16]=1)[C:8]([OH:10])=[O:9])[C:4](=[O:6])[CH3:5])[CH3:2], predict the reactants needed to synthesize it. The reactants are: [CH2:1]([N:3]([C@H:7]([C:15]1[CH:20]=[CH:19][CH:18]=[CH:17][CH:16]=1)[C:8]([O:10]C(C)(C)C)=[O:9])[C:4](=[O:6])[CH3:5])[CH3:2].FC(F)(F)C(O)=O. (5) Given the product [F:35]/[C:21](/[C:17]1[CH:18]=[C:19]([CH3:20])[N:15]([CH2:14][C:11]2[CH:12]=[CH:13][C:8]([NH:7][CH3:6])=[N:9][CH:10]=2)[N:16]=1)=[CH:22]\[C:23]1[CH:24]=[CH:25][C:26]([S:29]([F:34])([F:30])([F:31])([F:32])[F:33])=[CH:27][CH:28]=1, predict the reactants needed to synthesize it. The reactants are: COC1C=C(C=CC=1OC)[CH2:6][N:7](C)[C:8]1[CH:13]=[CH:12][C:11]([CH2:14][N:15]2[C:19]([CH3:20])=[CH:18][C:17](/[C:21](/[F:35])=[CH:22]/[C:23]3[CH:28]=[CH:27][C:26]([S:29]([F:34])([F:33])([F:32])([F:31])[F:30])=[CH:25][CH:24]=3)=[N:16]2)=[CH:10][N:9]=1.FC(F)(F)C(O)=O. (6) Given the product [C:7]([OH:16])(=[O:15])[CH2:8][CH2:9][CH2:10][CH2:11][C:12]([OH:14])=[O:13].[OH:1][CH2:2][CH:3]([CH2:5][OH:6])[OH:4], predict the reactants needed to synthesize it. The reactants are: [OH:1][CH2:2][CH:3]([CH2:5][OH:6])[OH:4].[C:7]([OH:16])(=[O:15])[CH2:8][CH2:9][CH2:10][CH2:11][C:12]([OH:14])=[O:13]. (7) Given the product [OH:22][C:17]1[CH:16]=[C:15]([CH2:14][C@@:10]([NH:9][NH:8][C:6]([O:5][C:1]([CH3:4])([CH3:2])[CH3:3])=[O:7])([CH3:23])[C:11]([O:13][CH2:30][C:31]([O:33][C:34]([CH3:37])([CH3:36])[CH3:35])=[O:32])=[O:12])[CH:20]=[CH:19][C:18]=1[OH:21], predict the reactants needed to synthesize it. The reactants are: [C:1]([O:5][C:6]([NH:8][NH:9][C:10]([CH3:23])([CH2:14][C:15]1[CH:20]=[CH:19][C:18]([OH:21])=[C:17]([OH:22])[CH:16]=1)[C:11]([OH:13])=[O:12])=[O:7])([CH3:4])([CH3:3])[CH3:2].C(=O)([O-])O.[Cs+].Br[CH2:30][C:31]([O:33][C:34]([CH3:37])([CH3:36])[CH3:35])=[O:32].